This data is from Full USPTO retrosynthesis dataset with 1.9M reactions from patents (1976-2016). The task is: Predict the reactants needed to synthesize the given product. (1) Given the product [Cl:14][C:12]1[C:13]2[N:8]([C:7]([CH:15]3[CH2:16][CH2:17][O:18][CH2:19][CH2:20]3)=[CH:6][C:5]=2[C:3]([NH:22][CH2:23][C:24]2([OH:34])[CH2:29][CH2:28][CH2:27][CH:26]([C:30]([F:32])([F:33])[F:31])[CH2:25]2)=[O:4])[CH:9]=[CH:10][CH:11]=1, predict the reactants needed to synthesize it. The reactants are: CO[C:3]([C:5]1[CH:6]=[C:7]([CH:15]2[CH2:20][CH2:19][O:18][CH2:17][CH2:16]2)[N:8]2[C:13]=1[C:12]([Cl:14])=[CH:11][CH:10]=[CH:9]2)=[O:4].Cl.[NH2:22][CH2:23][C:24]1([OH:34])[CH2:29][CH2:28][CH2:27][CH:26]([C:30]([F:33])([F:32])[F:31])[CH2:25]1.C[Al](C)C. (2) Given the product [C:1]([O:5][C:6](=[O:29])[NH:7][C@@H:8]1[CH2:13][CH2:12][C@@H:11]([C:14](=[O:28])[CH2:15][C:16]2[C:25]3[C:20](=[CH:21][CH:22]=[C:23]([O:26][CH3:27])[N:24]=3)[N:19]=[CH:18][CH:17]=2)[O:10][CH2:9]1)([CH3:2])([CH3:4])[CH3:3], predict the reactants needed to synthesize it. The reactants are: [C:1]([O:5][C:6](=[O:29])[NH:7][C@@H:8]1[CH2:13][CH2:12][C@@H:11]([C@@H:14]([OH:28])[CH2:15][C:16]2[C:25]3[C:20](=[CH:21][CH:22]=[C:23]([O:26][CH3:27])[N:24]=3)[N:19]=[CH:18][CH:17]=2)[O:10][CH2:9]1)([CH3:4])([CH3:3])[CH3:2].CCN(C(C)C)C(C)C.N1C(=O)CC[C@H]1C(O)=O. (3) Given the product [CH2:32]([S:39]([NH:42][C:43]([CH:45]1[CH2:46][N:47]([C:4]2[C:3]([C:1]#[N:2])=[CH:13][C:7]([C:8]([O:10][CH2:11][CH3:12])=[O:9])=[C:6]([CH2:14][O:15][CH2:16][C:17]3[CH:22]=[CH:21][C:20]([O:23][CH3:24])=[C:19]([O:25][CH3:26])[CH:18]=3)[N:5]=2)[CH2:48]1)=[O:44])(=[O:40])=[O:41])[C:33]1[CH:34]=[CH:35][CH:36]=[CH:37][CH:38]=1, predict the reactants needed to synthesize it. The reactants are: [C:1]([C:3]1[C:4](OS(C)(=O)=O)=[N:5][C:6]([CH2:14][O:15][CH2:16][C:17]2[CH:22]=[CH:21][C:20]([O:23][CH3:24])=[C:19]([O:25][CH3:26])[CH:18]=2)=[C:7]([CH:13]=1)[C:8]([O:10][CH2:11][CH3:12])=[O:9])#[N:2].[CH2:32]([S:39]([NH:42][C:43]([CH:45]1[CH2:48][NH:47][CH2:46]1)=[O:44])(=[O:41])=[O:40])[C:33]1[CH:38]=[CH:37][CH:36]=[CH:35][CH:34]=1.CCN(C(C)C)C(C)C.Cl. (4) Given the product [Cl:1][C:2]1[C:3]([F:27])=[N:4][C:5]([O:21][CH2:22][C:23]([OH:25])=[O:24])=[C:6]([Cl:20])[C:7]=1[O:8][C:9]1[CH:14]=[CH:13][C:12]([OH:15])=[C:11]([CH:17]([CH3:19])[CH3:18])[CH:10]=1, predict the reactants needed to synthesize it. The reactants are: [Cl:1][C:2]1[C:3]([F:27])=[N:4][C:5]([O:21][CH2:22][C:23]([O:25]C)=[O:24])=[C:6]([Cl:20])[C:7]=1[O:8][C:9]1[CH:14]=[CH:13][C:12]([O:15]C)=[C:11]([CH:17]([CH3:19])[CH3:18])[CH:10]=1.B(Br)(Br)Br.O. (5) Given the product [Br-:1].[CH2:85]([O:87][C:24]1[CH:23]=[C:22]([CH:27]=[CH:26][C:25]=1[O:28][CH2:29][C:30]1[CH:31]=[CH:32][CH:33]=[CH:34][CH:35]=1)[C:12]1[O:13][C:14]2[C:15]([C:20](=[O:21])[C:11]=1[CH2:53][CH2:54][CH2:55][CH2:56][CH2:65][CH2:66][CH2:67][CH2:68][N+:69]([CH3:70])([CH3:72])[CH3:71])=[CH:16][CH:17]=[CH:18][CH:19]=2)[C:86]1[CH:19]=[CH:20][CH:11]=[CH:12][CH:22]=1, predict the reactants needed to synthesize it. The reactants are: [Br:1]CCCCCCCCO[C:11]1[C:20](=[O:21])[C:19]2[C:14](=[CH:15][CH:16]=[CH:17][CH:18]=2)[O:13][C:12]=1[C:22]1[CH:27]=[CH:26][C:25]([O:28][CH2:29][C:30]2[CH:35]=[CH:34][CH:33]=[CH:32][CH:31]=2)=[C:24](OCC2C=CC=CC=2)[CH:23]=1.[Br-].C(O[C:53]1[CH:54]=[C:55](C=CC=1OCC1C=CC=CC=1)[C:56]1OC2C(C(=O)[C:65]=1[CH2:66][CH2:67][CH2:68][N+:69]([CH3:72])([CH3:71])[CH3:70])=CC=CC=2)C1C=CC=CC=1.[CH2:85]([OH:87])[CH3:86]. (6) Given the product [O:14]1[C:9]2([CH2:22][CH2:23][CH2:24][NH:8]2)[CH2:10][N:11]([C:15]([O:17][C:18]([CH3:21])([CH3:20])[CH3:19])=[O:16])[CH2:12][CH2:13]1, predict the reactants needed to synthesize it. The reactants are: C([N:8]1[CH2:24][CH2:23][CH2:22][C:9]21[O:14][CH2:13][CH2:12][N:11]([C:15]([O:17][C:18]([CH3:21])([CH3:20])[CH3:19])=[O:16])[CH2:10]2)C1C=CC=CC=1. (7) Given the product [CH3:21][N:2]([CH3:1])[CH2:3][CH2:4][NH:5][C:6]1[N:7]=[N+:8]([O-:20])[C:9]2[CH:18]=[C:17]3[C:13]([CH2:14][CH:15]([CH3:19])[CH2:16]3)=[CH:12][C:10]=2[N+:11]=1[O-:23], predict the reactants needed to synthesize it. The reactants are: [CH3:1][N:2]([CH3:21])[CH2:3][CH2:4][NH:5][C:6]1[N:7]=[N+:8]([O-:20])[C:9]2[CH:18]=[C:17]3[C:13]([CH2:14][CH:15]([CH3:19])[CH2:16]3)=[CH:12][C:10]=2[N:11]=1.C[OH:23].C(Cl)Cl.